From a dataset of NCI-60 drug combinations with 297,098 pairs across 59 cell lines. Regression. Given two drug SMILES strings and cell line genomic features, predict the synergy score measuring deviation from expected non-interaction effect. (1) Drug 1: C1=CC(=CC=C1C#N)C(C2=CC=C(C=C2)C#N)N3C=NC=N3. Drug 2: C1C(C(OC1N2C=NC(=NC2=O)N)CO)O. Cell line: HT29. Synergy scores: CSS=11.5, Synergy_ZIP=-4.73, Synergy_Bliss=-3.44, Synergy_Loewe=-0.879, Synergy_HSA=-2.14. (2) Drug 1: C1=CC(=CC=C1C#N)C(C2=CC=C(C=C2)C#N)N3C=NC=N3. Drug 2: CN1C(=O)N2C=NC(=C2N=N1)C(=O)N. Cell line: BT-549. Synergy scores: CSS=-1.37, Synergy_ZIP=-0.631, Synergy_Bliss=-4.07, Synergy_Loewe=-2.56, Synergy_HSA=-5.20. (3) Drug 1: C1=C(C(=O)NC(=O)N1)N(CCCl)CCCl. Drug 2: CCN(CC)CCCC(C)NC1=C2C=C(C=CC2=NC3=C1C=CC(=C3)Cl)OC. Cell line: SF-268. Synergy scores: CSS=37.4, Synergy_ZIP=2.63, Synergy_Bliss=5.94, Synergy_Loewe=4.93, Synergy_HSA=6.72.